From a dataset of Reaction yield outcomes from USPTO patents with 853,638 reactions. Predict the reaction yield, written as a fraction of the theoretical maximum amount of product (1.0 means a 100% yield; for example, 0.34 means a 34% yield). (1) The reactants are [C:6](O[C:6](=[O:9])[CH2:7][CH3:8])(=[O:9])[CH2:7][CH3:8].[Cl:10][C:11]1[CH:17]=[CH:16][CH:15]=[CH:14][C:12]=1[NH2:13].[N+:18]([O-])([OH:20])=[O:19]. The catalyst is O. The product is [Cl:10][C:11]1[CH:17]=[CH:16][CH:15]=[C:14]([N+:18]([O-:20])=[O:19])[C:12]=1[NH:13][C:6](=[O:9])[CH2:7][CH3:8]. The yield is 0.340. (2) The product is [CH3:1][NH:2][C:3]([C:5]1[C:6]2[C:7](=[O:28])[CH2:8][C:9]3([NH:18][C:19]=2[C:20]2[N:25]=[C:24]([CH3:26])[N:23]([CH3:27])[C:21]=2[CH:22]=1)[CH2:10][C:11]1[C:16](=[CH:15][CH:14]=[CH:13][CH:12]=1)[CH2:17]3)=[O:4]. The reactants are [CH3:1][NH:2][C:3]([CH:5]1[CH2:22][C:21]2[N:23]([CH3:27])[C:24]([CH3:26])=[N:25][C:20]=2[C:19]2[NH:18][C:9]3([CH2:17][C:16]4[C:11](=[CH:12][CH:13]=[CH:14][CH:15]=4)[CH2:10]3)[CH2:8][C:7](=[O:28])[C:6]1=2)=[O:4].ClC1C(=O)C(C#N)=C(C#N)C(=O)C=1Cl.[OH-].[Na+]. The yield is 0.530. The catalyst is O1CCCC1. (3) The catalyst is ClCCl.C(O)(C)(C)C. The product is [C:1]([O:5][C:6]([CH:7]1[CH:28]([C:24]2[CH:25]=[CH:26][CH:27]=[C:22]([Cl:21])[C:23]=2[F:40])[C:29]([C:32]2[CH:37]=[CH:36][C:35]([Cl:38])=[CH:34][C:33]=2[F:39])([C:30]#[N:31])[CH:9]([CH2:10][C:11]([C:14]2[CH2:19][CH2:18][O:17][CH2:16][CH:15]=2)([CH3:13])[CH3:12])[NH:8]1)=[O:20])([CH3:2])([CH3:3])[CH3:4]. The yield is 0.750. The reactants are [C:1]([O:5][C:6](=[O:20])[CH2:7]/[N:8]=[CH:9]/[CH2:10][C:11]([C:14]1[CH2:15][CH2:16][O:17][CH2:18][CH:19]=1)([CH3:13])[CH3:12])([CH3:4])([CH3:3])[CH3:2].[Cl:21][C:22]1[C:23]([F:40])=[C:24](/[CH:28]=[C:29](/[C:32]2[CH:37]=[CH:36][C:35]([Cl:38])=[CH:34][C:33]=2[F:39])\[C:30]#[N:31])[CH:25]=[CH:26][CH:27]=1.C(N(CC)CC)C.C1CCN2C(=NCCC2)CC1.